Task: Predict which catalyst facilitates the given reaction.. Dataset: Catalyst prediction with 721,799 reactions and 888 catalyst types from USPTO (1) Reactant: Br[C:2]1[C:3](=[O:13])[C:4]2[C:9]([C:10](=[O:12])[CH:11]=1)=[CH:8][CH:7]=[CH:6][CH:5]=2.[OH:14][C:15]1[CH:20]=[CH:19][C:18](B(O)O)=[CH:17][CH:16]=1.P([O-])([O-])([O-])=O.[K+].[K+].[K+].C1(P(C2CCCCC2)C2CCCCC2)CCCCC1. Product: [OH:14][C:15]1[CH:20]=[CH:19][C:18]([C:2]2[C:3](=[O:13])[C:4]3[C:9]([C:10](=[O:12])[CH:11]=2)=[CH:8][CH:7]=[CH:6][CH:5]=3)=[CH:17][CH:16]=1. The catalyst class is: 706. (2) Reactant: [C:1]1([OH:11])[C:10]2[C:5](=[CH:6][CH:7]=[CH:8][CH:9]=2)[CH:4]=[CH:3][CH:2]=1.I[CH2:13][CH2:14][CH2:15][CH2:16][CH2:17][CH3:18].C([O-])([O-])=O.[K+].[K+].O. Product: [CH2:13]([O:11][C:1]1[C:10]2[C:5](=[CH:6][CH:7]=[CH:8][CH:9]=2)[CH:4]=[CH:3][CH:2]=1)[CH2:14][CH2:15][CH2:16][CH2:17][CH3:18]. The catalyst class is: 10. (3) Reactant: [Cl-].[Al+3].[Cl-].[Cl-].[N-:5]=[N+:6]=[N-:7].[Na+].[Cl:9][C:10]1[C:11]([CH3:19])=[C:12]([CH:16]=[CH:17][CH:18]=1)C(Cl)=O.[N:20]([O-])=O.[Na+].Cl.[O:25]1[CH2:29]CCC1. Product: [CH3:19][C:11]1[C:10]([Cl:9])=[CH:18][CH:17]=[CH:16][C:12]=1[N:5]1[C:29](=[O:25])[NH:20][N:7]=[N:6]1. The catalyst class is: 6.